This data is from Full USPTO retrosynthesis dataset with 1.9M reactions from patents (1976-2016). The task is: Predict the reactants needed to synthesize the given product. (1) Given the product [N+:20]([CH2:23][CH:7]([C:6]1[CH:5]=[N:4][C:3]([C:2]([F:1])([F:11])[F:12])=[CH:10][CH:9]=1)[OH:8])([O-:22])=[O:21], predict the reactants needed to synthesize it. The reactants are: [F:1][C:2]([F:12])([F:11])[C:3]1[CH:10]=[CH:9][C:6]([CH:7]=[O:8])=[CH:5][N:4]=1.C(N(CC)CC)C.[N+:20]([CH3:23])([O-:22])=[O:21]. (2) Given the product [OH:17][C:4]1[C:3]([NH:2]/[N:18]=[C:24]2/[C:23]([CH3:22])=[N:27][N:26]([C:28]3[CH:37]=[CH:36][C:35]4[CH2:34][CH2:33][CH2:32][CH2:31][C:30]=4[CH:29]=3)[C:25]/2=[O:38])=[CH:8][CH:7]=[CH:6][C:5]=1[C:9]1[O:13][C:12]([C:14]([OH:16])=[O:15])=[CH:11][CH:10]=1, predict the reactants needed to synthesize it. The reactants are: Br.[NH2:2][C:3]1[C:4]([OH:17])=[C:5]([C:9]2[O:13][C:12]([C:14]([OH:16])=[O:15])=[CH:11][CH:10]=2)[CH:6]=[CH:7][CH:8]=1.[N:18]([O-])=O.[Na+].[CH3:22][C:23]1[CH2:24][C:25](=[O:38])[N:26]([C:28]2[CH:37]=[CH:36][C:35]3[CH2:34][CH2:33][CH2:32][CH2:31][C:30]=3[CH:29]=2)[N:27]=1.C(=O)(O)[O-].[Na+]. (3) The reactants are: [NH2:1][C:2]1[CH:7]=[CH:6][CH:5]=[C:4]([CH3:8])[C:3]=1[NH:9][C:10]1[CH:11]=[C:12]2[C:17](=[CH:18][N:19]=1)[CH2:16][N:15]([C:20]1[C:25]([F:26])=[C:24]([O:27][CH3:28])[CH:23]=[C:22]([O:29][CH3:30])[C:21]=1[F:31])[C:14](=[O:32])[C:13]12[CH2:34][CH2:33]1.C(N(CC)C(C)C)(C)C.[C:44](Cl)(=[O:47])[CH:45]=[CH2:46]. Given the product [F:31][C:21]1[C:22]([O:29][CH3:30])=[CH:23][C:24]([O:27][CH3:28])=[C:25]([F:26])[C:20]=1[N:15]1[C:14](=[O:32])[C:13]2([CH2:34][CH2:33]2)[C:12]2[C:17](=[CH:18][N:19]=[C:10]([NH:9][C:3]3[C:4]([CH3:8])=[CH:5][CH:6]=[CH:7][C:2]=3[NH:1][C:44](=[O:47])[CH:45]=[CH2:46])[CH:11]=2)[CH2:16]1, predict the reactants needed to synthesize it.